From a dataset of Catalyst prediction with 721,799 reactions and 888 catalyst types from USPTO. Predict which catalyst facilitates the given reaction. (1) Reactant: [CH2:1]([OH:5])[CH2:2][CH2:3][OH:4].[H-].[Na+].CC1C=CC(S(O[CH2:19][CH2:20][CH2:21][CH2:22][O:23][CH2:24][C:25]2[CH:30]=[CH:29][CH:28]=[CH:27][CH:26]=2)(=O)=O)=CC=1. Product: [CH2:24]([O:23][CH2:22][CH2:21][CH2:20][CH2:19][O:4][CH2:3][CH2:2][CH2:1][OH:5])[C:25]1[CH:30]=[CH:29][CH:28]=[CH:27][CH:26]=1. The catalyst class is: 9. (2) Reactant: Cl.Cl.[CH3:3][NH:4][NH:5][CH3:6].C(=O)([O-])[O-].[K+].[K+].O1CCCC1.[Br:18][C:19]1[CH:23]=[C:22]([C:24]2[O:29][C:28](=[O:30])[C:27]3[CH:31]=[C:32]([Br:36])[CH:33]=[C:34]([Br:35])[C:26]=3[N:25]=2)[N:21]([C:37]2[C:42]([Cl:43])=[CH:41][CH:40]=[CH:39][N:38]=2)[N:20]=1. Product: [Br:18][C:19]1[CH:23]=[C:22]([C:24]([NH:25][C:26]2[C:34]([Br:35])=[CH:33][C:32]([Br:36])=[CH:31][C:27]=2[C:28]([N:4]([CH3:3])[NH:5][CH3:6])=[O:30])=[O:29])[N:21]([C:37]2[C:42]([Cl:43])=[CH:41][CH:40]=[CH:39][N:38]=2)[N:20]=1. The catalyst class is: 6. (3) Reactant: [Cl:1][C:2]1[N:3]=[C:4]([C:9]([NH:11][C@H:12]2CCN(C(OC(C)(C)C)=O)C[C@H]2OC)=[O:10])[NH:5][C:6]=1[CH2:7][CH3:8].Cl.[C:28]([O:31][CH2:32][CH3:33])(=O)C.[C:34]([N:41]1[CH:45]=[CH:44]N=C1)([N:36]1[CH:40]=[CH:39][N:38]=[CH:37]1)=[S:35]. Product: [Cl:1][C:2]1[N:3]=[C:4]([C:9]([NH:11][C@H:12]2[CH2:44][CH2:45][N:41]([C:34]([N:36]3[CH:40]=[CH:39][N:38]=[CH:37]3)=[S:35])[CH2:33][C@H:32]2[O:31][CH3:28])=[O:10])[NH:5][C:6]=1[CH2:7][CH3:8]. The catalyst class is: 5. (4) Reactant: [F:1][C:2]1([F:15])[O:6][C:5]2[CH:7]=[CH:8][C:9]([C:11]([O:13]C)=[O:12])=[CH:10][C:4]=2[O:3]1.[OH-].[Na+]. Product: [F:15][C:2]1([F:1])[O:6][C:5]2[CH:7]=[CH:8][C:9]([C:11]([OH:13])=[O:12])=[CH:10][C:4]=2[O:3]1. The catalyst class is: 5. (5) Reactant: [CH2:1]([C:8]1[CH:20]=[CH:19][C:11]([O:12][CH:13]([CH3:18])[C:14]([O:16]C)=[O:15])=[CH:10][CH:9]=1)[C:2]1[CH:7]=[CH:6][CH:5]=[CH:4][CH:3]=1.[OH-].[Na+].Cl. Product: [CH2:1]([C:8]1[CH:9]=[CH:10][C:11]([O:12][CH:13]([CH3:18])[C:14]([OH:16])=[O:15])=[CH:19][CH:20]=1)[C:2]1[CH:3]=[CH:4][CH:5]=[CH:6][CH:7]=1. The catalyst class is: 5. (6) Reactant: C[Si]([N:5]=[N+:6]=[N-:7])(C)C.[CH:8]1([C:11]2[C:15]([O:16][C:17]3[CH:24]=[C:23]([CH3:25])[C:20]([C:21]#[N:22])=[C:19]([CH3:26])[CH:18]=3)=[C:14]([CH3:27])[N:13]([CH2:28][C:29]#[CH:30])[N:12]=2)[CH2:10][CH2:9]1. Product: [CH:8]1([C:11]2[C:15]([O:16][C:17]3[CH:24]=[C:23]([CH3:25])[C:20]([C:21]#[N:22])=[C:19]([CH3:26])[CH:18]=3)=[C:14]([CH3:27])[N:13]([CH2:28][C:29]3[NH:7][N:6]=[N:5][CH:30]=3)[N:12]=2)[CH2:9][CH2:10]1. The catalyst class is: 27. (7) Reactant: [NH2:1][CH2:2][C:3]1[CH:4]=[CH:5][C:6]2[S:11][C:10]3[N:12]=[CH:13][CH:14]=[N:15][C:9]=3[NH:8][C:7]=2[CH:16]=1.C(=O)([O-])[O-].[K+].[K+].C(OCC)(=O)C. Product: [C:9]([N:8]=[CH:7][NH:1][CH2:2][C:3]1[CH:4]=[CH:5][C:6]2[S:11][C:10]3[N:12]=[CH:13][CH:14]=[N:15][C:9]=3[NH:8][C:7]=2[CH:16]=1)#[N:15]. The catalyst class is: 83. (8) Reactant: Br[C:2]1[CH:7]=[CH:6][CH:5]=[C:4]([O:8][CH2:9][C:10]2[CH:15]=[CH:14][CH:13]=[C:12]([F:16])[CH:11]=2)[N:3]=1.[Cl:17][C:18]1[C:19](B(O)O)=[CH:20][C:21]([F:24])=[N:22][CH:23]=1.COCCOC.C(=O)([O-])[O-].[Na+].[Na+]. Product: [Cl:17][C:18]1[C:19]([C:2]2[CH:7]=[CH:6][CH:5]=[C:4]([O:8][CH2:9][C:10]3[CH:15]=[CH:14][CH:13]=[C:12]([F:16])[CH:11]=3)[N:3]=2)=[CH:20][C:21]([F:24])=[N:22][CH:23]=1. The catalyst class is: 535.